Dataset: Forward reaction prediction with 1.9M reactions from USPTO patents (1976-2016). Task: Predict the product of the given reaction. (1) Given the reactants Cl[C:2]1[N:3]=[N+:4]([O-:13])[C:5]2[CH:11]=[C:10]([CH3:12])[CH:9]=[CH:8][C:6]=2[N:7]=1.[NH2:14][CH2:15][CH2:16][CH2:17][N:18]([CH3:30])[CH2:19][CH2:20][CH2:21][NH:22][C:23](=[O:29])[O:24][C:25]([CH3:28])([CH3:27])[CH3:26].CCN(CC)CC, predict the reaction product. The product is: [CH3:30][N:18]([CH2:17][CH2:16][CH2:15][NH:14][C:2]1[N:3]=[N+:4]([O-:13])[C:5]2[CH:11]=[C:10]([CH3:12])[CH:9]=[CH:8][C:6]=2[N:7]=1)[CH2:19][CH2:20][CH2:21][NH:22][C:23](=[O:29])[O:24][C:25]([CH3:28])([CH3:27])[CH3:26]. (2) Given the reactants C([O:4][C:5](=[O:73])[C@H:6]([CH2:15][C:16]1[CH:21]=[CH:20][C:19]([O:22][C:23](=[O:72])[NH:24][CH2:25][CH2:26][C@H:27]([NH:64][C:65]([O:67][C:68]([CH3:71])([CH3:70])[CH3:69])=[O:66])[C:28]([NH:30][CH2:31][CH2:32][CH2:33][CH2:34][CH2:35][C:36]([NH:38][C@@H:39]([CH2:43][S:44][C:45]([C:58]2[CH:63]=[CH:62][CH:61]=[CH:60][CH:59]=2)([C:52]2[CH:57]=[CH:56][CH:55]=[CH:54][CH:53]=2)[C:46]2[CH:51]=[CH:50][CH:49]=[CH:48][CH:47]=2)[C:40]([NH2:42])=[O:41])=[O:37])=[O:29])=[CH:18][CH:17]=1)[NH:7][C:8]([O:10][C:11]([CH3:14])([CH3:13])[CH3:12])=[O:9])C=C.C(N(CC)CC)C.C(O)=O, predict the reaction product. The product is: [NH2:42][C:40](=[O:41])[C@@H:39]([NH:38][C:36](=[O:37])[CH2:35][CH2:34][CH2:33][CH2:32][CH2:31][NH:30][C:28](=[O:29])[C@@H:27]([NH:64][C:65]([O:67][C:68]([CH3:71])([CH3:70])[CH3:69])=[O:66])[CH2:26][CH2:25][NH:24][C:23]([O:22][C:19]1[CH:18]=[CH:17][C:16]([CH2:15][C@@H:6]([C:5]([OH:73])=[O:4])[NH:7][C:8]([O:10][C:11]([CH3:14])([CH3:13])[CH3:12])=[O:9])=[CH:21][CH:20]=1)=[O:72])[CH2:43][S:44][C:45]([C:46]1[CH:47]=[CH:48][CH:49]=[CH:50][CH:51]=1)([C:58]1[CH:59]=[CH:60][CH:61]=[CH:62][CH:63]=1)[C:52]1[CH:57]=[CH:56][CH:55]=[CH:54][CH:53]=1. (3) Given the reactants [CH:1]([C:4]1[N:8]=[C:7]([N:9]2[CH2:14][CH2:13][CH:12]([C@H:15]3[CH2:17][C@H:16]3[CH2:18][CH2:19][O:20][C:21]3[N:26]=[CH:25][C:24]([CH2:27][C:28](O)=[O:29])=[CH:23][C:22]=3[CH3:31])[CH2:11][CH2:10]2)[O:6][N:5]=1)([CH3:3])[CH3:2].[F:32][CH:33]1[CH2:36][NH:35][CH2:34]1.C(Cl)CCl.C1C=CC2N(O)N=NC=2C=1.C(N(CC)CC)C, predict the reaction product. The product is: [F:32][CH:33]1[CH2:36][N:35]([C:28](=[O:29])[CH2:27][C:24]2[CH:23]=[C:22]([CH3:31])[C:21]([O:20][CH2:19][CH2:18][C@@H:16]3[CH2:17][C@@H:15]3[CH:12]3[CH2:13][CH2:14][N:9]([C:7]4[O:6][N:5]=[C:4]([CH:1]([CH3:2])[CH3:3])[N:8]=4)[CH2:10][CH2:11]3)=[N:26][CH:25]=2)[CH2:34]1. (4) Given the reactants [CH:1]([Mg]Cl)(C)C.[Li+].[Cl-].C[Si](C)(C)[O:10][C@@H:11]1[C@@H:16]([O:17][Si](C)(C)C)[C@H:15]([O:22][Si](C)(C)C)[C@@H:14]([CH2:27][O:28][Si](C)(C)C)[O:13][C:12]1=[O:33].[Cl:36][C:37]1[CH:42]=[CH:41][C:40](I)=[CH:39][C:38]=1[CH2:44][C:45]1[CH:50]=[CH:49][C:48]([O:51][CH2:52][CH2:53][O:54][CH:55]2[CH2:57][CH2:56]2)=[CH:47][CH:46]=1.Cl, predict the reaction product. The product is: [Cl:36][C:37]1[CH:42]=[CH:41][C:40]([C:12]2([O:33][CH3:1])[C@H:11]([OH:10])[C@@H:16]([OH:17])[C@H:15]([OH:22])[C@@H:14]([CH2:27][OH:28])[O:13]2)=[CH:39][C:38]=1[CH2:44][C:45]1[CH:50]=[CH:49][C:48]([O:51][CH2:52][CH2:53][O:54][CH:55]2[CH2:57][CH2:56]2)=[CH:47][CH:46]=1. (5) Given the reactants C(OCC(NC(=O)C1C(I)=C(C(Cl)=O)C(I)=C(NC(=O)COC(=O)C)C=1I)COC(=O)C)(=O)C.NCCCN.C(N(CC)CC)C.C([O:50][CH2:51][CH:52]([NH:58][C:59](=[O:117])[C:60]1[C:65]([I:66])=[C:64]([NH:67][C:68](=[O:74])[CH2:69][O:70]C(=O)C)[C:63]([I:75])=[C:62]([C:76](=[O:115])[NH:77][CH2:78][CH2:79][CH2:80][NH:81][C:82](=[O:114])[C:83]2[C:88]([I:89])=[C:87]([NH:90][C:91](=[O:97])[CH2:92][O:93]C(=O)C)[C:86]([I:98])=[C:85]([C:99](=[O:112])[NH:100][CH:101]([CH2:107][O:108]C(=O)C)[CH2:102][O:103]C(=O)C)[C:84]=2[I:113])[C:61]=1[I:116])[CH2:53][O:54]C(=O)C)(=O)C.N, predict the reaction product. The product is: [OH:70][CH2:69][C:68]([NH:67][C:64]1[C:63]([I:75])=[C:62]([C:76]([NH:77][CH2:78][CH2:79][CH2:80][NH:81][C:82](=[O:114])[C:83]2[C:88]([I:89])=[C:87]([NH:90][C:91](=[O:97])[CH2:92][OH:93])[C:86]([I:98])=[C:85]([C:99](=[O:112])[NH:100][CH:101]([CH2:102][OH:103])[CH2:107][OH:108])[C:84]=2[I:113])=[O:115])[C:61]([I:116])=[C:60]([C:65]=1[I:66])[C:59]([NH:58][CH:52]([CH2:53][OH:54])[CH2:51][OH:50])=[O:117])=[O:74]. (6) Given the reactants [NH2:1][C:2]1[C:3]([C:10]([O:12][CH3:13])=[O:11])=[N:4][C:5](Cl)=[C:6](Cl)[N:7]=1.[CH3:14][C:15]1[CH:20]=[CH:19][C:18](B(O)O)=[CH:17][CH:16]=1.C(=O)([O-])[O-].[Na+].[Na+].ClCCl.[C:33]([C:35]1[CH:40]=[CH:39][C:38](B(O)O)=[CH:37][CH:36]=1)#[N:34], predict the reaction product. The product is: [NH2:1][C:2]1[C:3]([C:10]([O:12][CH3:13])=[O:11])=[N:4][C:5]([C:38]2[CH:39]=[CH:40][C:35]([C:33]#[N:34])=[CH:36][CH:37]=2)=[C:6]([C:18]2[CH:19]=[CH:20][C:15]([CH3:14])=[CH:16][CH:17]=2)[N:7]=1. (7) Given the reactants IC1C2C(N(C)C)=NC=NC=2N(COCC[Si](C)(C)C)C=1.ClC1C2C(I)=CN(COCC[Si](C)(C)C)C=2N=CN=1.CN(C)C1C2C(C3C=C(C=CC=3)C#N)=CNC=2N=CN=1.[N:61]1([C:67]2[C:68]3[C:75]([B:76]4[O:80][C:79]([CH3:82])([CH3:81])[C:78]([CH3:84])([CH3:83])[O:77]4)=[CH:74][N:73]([CH2:85][O:86][CH2:87][CH2:88][Si:89]([CH3:92])([CH3:91])[CH3:90])[C:69]=3[N:70]=[CH:71][N:72]=2)[CH2:66]COC[CH2:62]1, predict the reaction product. The product is: [CH3:66][N:61]([CH3:62])[C:67]1[C:68]2[C:75]([B:76]3[O:80][C:79]([CH3:81])([CH3:82])[C:78]([CH3:84])([CH3:83])[O:77]3)=[CH:74][N:73]([CH2:85][O:86][CH2:87][CH2:88][Si:89]([CH3:92])([CH3:91])[CH3:90])[C:69]=2[N:70]=[CH:71][N:72]=1.